Predict the reactants needed to synthesize the given product. From a dataset of Full USPTO retrosynthesis dataset with 1.9M reactions from patents (1976-2016). (1) Given the product [CH3:1][O:2][C:3]([C@H:5]1[CH2:6][CH2:7][C@H:8]([CH2:11][N:12]2[C:16]3=[N:17][C:18]([O:21][CH2:35][C:34]4[CH:37]=[CH:38][CH:39]=[C:32]([O:31][CH3:30])[CH:33]=4)=[CH:19][CH:20]=[C:15]3[N:14]([CH3:22])[C:13]2=[O:23])[CH2:9][CH2:10]1)=[O:4], predict the reactants needed to synthesize it. The reactants are: [CH3:1][O:2][C:3]([C@H:5]1[CH2:10][CH2:9][C@H:8]([CH2:11][N:12]2[C:16]3[NH:17][C:18](=[O:21])[CH:19]=[CH:20][C:15]=3[N:14]([CH3:22])[C:13]2=[O:23])[CH2:7][CH2:6]1)=[O:4].C([O-])([O-])=O.[K+].[K+].[CH3:30][O:31][C:32]1[CH:33]=[C:34]([CH:37]=[CH:38][CH:39]=1)[CH2:35]Br. (2) Given the product [O:1]=[C:2]1[NH:6][C:5](=[O:7])[CH:4]([CH2:8][C:9]2[CH:14]=[CH:13][C:12]([C:15]3[CH:20]=[CH:19][CH:18]=[C:17]([CH2:21][N:22]([CH3:37])[C:23](=[O:36])[C:24]4[CH:29]=[CH:28][C:27]([O:30][CH2:31][CH3:32])=[C:26]([O:33][CH2:34][CH3:35])[CH:25]=4)[CH:16]=3)=[CH:11][CH:10]=2)[S:3]1, predict the reactants needed to synthesize it. The reactants are: [O:1]=[C:2]1[NH:6][C:5](=[O:7])[C:4](=[CH:8][C:9]2[CH:14]=[CH:13][C:12]([C:15]3[CH:20]=[CH:19][CH:18]=[C:17]([CH2:21][N:22]([CH3:37])[C:23](=[O:36])[C:24]4[CH:29]=[CH:28][C:27]([O:30][CH2:31][CH3:32])=[C:26]([O:33][CH2:34][CH3:35])[CH:25]=4)[CH:16]=3)=[CH:11][CH:10]=2)[S:3]1.